The task is: Regression. Given a target protein amino acid sequence and a drug SMILES string, predict the binding affinity score between them. We predict pIC50 (pIC50 = -log10(IC50 in M); higher means more potent). Dataset: bindingdb_ic50.. This data is from Drug-target binding data from BindingDB using IC50 measurements. The compound is COc1cc(C2C(NC(=O)c3ccc(NC(=O)C4CCCC4)cc3)(C(=O)O)C(c3ccc(OC(=O)c4cccs4)c(OC)c3)C2(NC(=O)c2ccc(NC(=O)C3CCCC3)cc2)C(=O)O)ccc1OC(=O)c1cccs1. The target protein (P32301) has sequence MAVTPSLLRLALLLLGAVGRAGPRPQGATVSLSETVQKWREYRHQCQRFLTEAPLLATGLFCNRTFDDYACWPDGPPGSFVNVSCPWYLPWASSVLQGHVYRFCTAEGIWLHKDNSSLPWRDLSECEESKQGERNSPEEQLLSLYIIYTVGYALSFSALVIASAILVSFRHLHCTRNYIHLNLFASFILRALSVFIKDAALKWMYSTAAQQHQWDGLLSYQDSLGCRLVFLLMQYCVAANYYWLLVEGVYLYTLLAFSVFSEQRIFKLYLSIGWGVPLLFVIPWGIVKYLYEDEGCWTRNSNMNYWLIIRLPILFAIGVNFLVFIRVICIVIAKLKANLMCKTDIKCRLAKSTLTLIPLLGTHEVIFAFVMDEHARGTLRFVKLFTELSFTSFQGFMVAVLYCFVNNEVQMEFRKSWERWRLERLNIQRDSSMKPLKCPTSSVSSGATVGSSVYAATCQNSCS. The pIC50 is 6.5.